The task is: Predict the reaction yield, written as a fraction of the theoretical maximum amount of product (1.0 means a 100% yield; for example, 0.34 means a 34% yield).. This data is from Reaction yield outcomes from USPTO patents with 853,638 reactions. (1) The reactants are [NH2:1][CH:2]1[CH2:7][CH2:6][O:5][CH2:4][CH2:3]1.C[Al](C)C.[CH3:12][C:13]1[N:14]=[C:15]([CH2:21][CH2:22][C:23]2[C:24]([C:29]3[CH:34]=[CH:33][CH:32]=[CH:31][CH:30]=3)=[N:25][O:26][C:27]=2[CH3:28])[S:16][C:17]=1[C:18](O)=[O:19]. The catalyst is O1CCOCC1.C1(C)C=CC=CC=1. The product is [O:5]1[CH2:6][CH2:7][CH:2]([NH:1][C:18]([C:17]2[S:16][C:15]([CH2:21][CH2:22][C:23]3[C:24]([C:29]4[CH:34]=[CH:33][CH:32]=[CH:31][CH:30]=4)=[N:25][O:26][C:27]=3[CH3:28])=[N:14][C:13]=2[CH3:12])=[O:19])[CH2:3][CH2:4]1. The yield is 0.320. (2) The reactants are [N+:1]([C:4]1[CH:10]=[CH:9][CH:8]=[CH:7][C:5]=1[NH2:6])([O-:3])=[O:2].C1C(=O)N([Br:18])C(=O)C1. The catalyst is CC(O)=O.O. The product is [Br:18][C:9]1[CH:8]=[CH:7][C:5]([NH2:6])=[C:4]([N+:1]([O-:3])=[O:2])[CH:10]=1. The yield is 0.760. (3) The yield is 0.680. The reactants are [CH:1]([O:4][C:5]1[CH:9]=[C:8]([CH2:10][CH2:11][C:12]([O:14][CH2:15][CH3:16])=[O:13])[NH:7][N:6]=1)([CH3:3])[CH3:2].Cl.Cl[CH2:19][C:20]1[CH:29]=[CH:28][C:27]2[C:22](=[CH:23][CH:24]=[CH:25][CH:26]=2)[N:21]=1.C(=O)([O-])[O-].[K+].[K+].CN(C)C=O. The catalyst is O. The product is [CH:1]([O:4][C:5]1[CH:9]=[C:8]([CH2:10][CH2:11][C:12]([O:14][CH2:15][CH3:16])=[O:13])[N:7]([CH2:19][C:20]2[CH:29]=[CH:28][C:27]3[C:22](=[CH:23][CH:24]=[CH:25][CH:26]=3)[N:21]=2)[N:6]=1)([CH3:3])[CH3:2]. (4) The reactants are Br[C:2]1[CH:7]=[C:6]([O:8][C:9]([F:14])([F:13])[CH:10]([F:12])[F:11])[CH:5]=[C:4]([F:15])[CH:3]=1.[Li]CCCC.[F:21][C:22]1[CH:27]=[CH:26][C:25](/[C:28](=[N:36]/[S@@:37]([C:39]([CH3:42])([CH3:41])[CH3:40])=[O:38])/[CH2:29][C:30]2[CH:35]=[CH:34][CH:33]=[CH:32][CH:31]=2)=[CH:24][C:23]=1[O:43][CH3:44].[Al](C)(C)C.FC1C=C([Li])C=C(OC(F)(F)C(F)F)C=1. The yield is 0.420. The catalyst is C1(C)C=CC=CC=1.CCOC(C)=O. The product is [F:21][C:22]1[CH:27]=[CH:26][C:25]([C@@:28]([NH:36][S@@:37]([C:39]([CH3:40])([CH3:42])[CH3:41])=[O:38])([C:2]2[CH:7]=[C:6]([O:8][C:9]([F:14])([F:13])[CH:10]([F:12])[F:11])[CH:5]=[C:4]([F:15])[CH:3]=2)[CH2:29][C:30]2[CH:35]=[CH:34][CH:33]=[CH:32][CH:31]=2)=[CH:24][C:23]=1[O:43][CH3:44]. (5) The reactants are [C:1](=O)([O-])[O-].[Na+].[Na+].Cl[C:8]1[C:9]2[CH:19]=[CH:18][C:17](=O)[N:16]([C:21]3[C:26]([F:27])=[CH:25][CH:24]=[CH:23][C:22]=3[F:28])[C:10]=2[N:11]=[C:12]([S:14][CH3:15])[N:13]=1.F[C:30]1[CH:35]=[CH:34][C:33](B(O)O)=[CH:32][CH:31]=1. The catalyst is C1C=CC([P]([Pd]([P](C2C=CC=CC=2)(C2C=CC=CC=2)C2C=CC=CC=2)([P](C2C=CC=CC=2)(C2C=CC=CC=2)C2C=CC=CC=2)[P](C2C=CC=CC=2)(C2C=CC=CC=2)C2C=CC=CC=2)(C2C=CC=CC=2)C2C=CC=CC=2)=CC=1.C1COCC1. The product is [F:28][C:22]1[CH:23]=[CH:24][CH:25]=[C:26]([F:27])[C:21]=1[N:16]1[C:10]2[N:11]=[C:12]([S:14][CH3:15])[N:13]=[C:8]([C:31]3[CH:32]=[CH:33][CH:34]=[CH:35][C:30]=3[CH3:1])[C:9]=2[CH:19]=[CH:18][CH2:17]1. The yield is 0.630. (6) The reactants are Cl[C:2]1[C:11]2[C:6](=[CH:7][CH:8]=[CH:9][CH:10]=2)[C:5]([O:12][CH2:13][CH3:14])=[CH:4][N:3]=1.[F-:15].[Cs+]. The catalyst is CS(C)=O.O. The product is [F:15][C:2]1[C:11]2[C:6](=[CH:7][CH:8]=[CH:9][CH:10]=2)[C:5]([O:12][CH2:13][CH3:14])=[CH:4][N:3]=1. The yield is 0.588. (7) The reactants are [CH3:1][O:2][C:3]1[CH:4]=[C:5]([CH2:13][C:14]2[CH:15]=[N:16][C:17]([NH2:21])=[N:18][C:19]=2[NH2:20])[CH:6]=[C:7]([O:11][CH3:12])[C:8]=1[O:9]C.[OH-].[Na+]. The catalyst is Br.O. The product is [NH2:21][C:17]1[N:18]=[C:19]([NH2:20])[C:14]([CH2:13][C:5]2[CH:4]=[C:3]([O:2][CH3:1])[C:8]([OH:9])=[C:7]([O:11][CH3:12])[CH:6]=2)=[CH:15][N:16]=1. The yield is 0.550. (8) The reactants are [CH3:1][C:2]1[N:3]([C:8]2[N:13]=[C:12]([CH2:14][CH2:15][C:16]3[CH:17]=[C:18]([CH:21]=[CH:22][CH:23]=3)[CH:19]=O)[CH:11]=[C:10]([CH3:24])[CH:9]=2)[C:4]([CH3:7])=[CH:5][CH:6]=1.[N+:25]([CH3:28])([O-:27])=[O:26].C(N(CC)CC)C.C(Cl)(=O)C. The catalyst is ClCCl. The product is [CH3:1][C:2]1[N:3]([C:8]2[CH:9]=[C:10]([CH3:24])[CH:11]=[C:12]([CH2:14][CH2:15][C:16]3[CH:23]=[CH:22][CH:21]=[C:18]([CH:19]=[CH:28][N+:25]([O-:27])=[O:26])[CH:17]=3)[N:13]=2)[C:4]([CH3:7])=[CH:5][CH:6]=1. The yield is 0.850. (9) The catalyst is [Pd].CO. The reactants are [C:1]([O:4][C@H:5]1[C@@H:9]([O:10][C:11](=[O:13])[CH3:12])[C@H:8]([N:14]2[CH:19]=[CH:18][C:17](=[O:20])[NH:16][C:15]2=[O:21])[O:7][C@@H:6]1[C@H:22]([OH:51])[CH:23]([C:46]([O:48][CH2:49][CH3:50])=[O:47])[NH:24][CH2:25][CH2:26][CH2:27][NH:28][C:29](=[O:45])[C@H:30]([C@@H:42]([OH:44])[CH3:43])[NH:31]C(=O)OCC1C=CC=CC=1)(=[O:3])[CH3:2]. The product is [NH2:31][C@@H:30]([C@@H:42]([OH:44])[CH3:43])[C:29]([NH:28][CH2:27][CH2:26][CH2:25][NH:24][CH:23]([C@H:22]([C@@H:6]1[C@@H:5]([O:4][C:1](=[O:3])[CH3:2])[C@@H:9]([O:10][C:11](=[O:13])[CH3:12])[C@H:8]([N:14]2[CH:19]=[CH:18][C:17](=[O:20])[NH:16][C:15]2=[O:21])[O:7]1)[OH:51])[C:46]([O:48][CH2:49][CH3:50])=[O:47])=[O:45]. The yield is 0.940.